From a dataset of Forward reaction prediction with 1.9M reactions from USPTO patents (1976-2016). Predict the product of the given reaction. (1) Given the reactants [CH3:1][C:2]1[C:18]([CH3:19])=[CH:17][C:5]2[NH:6][C:7]([CH:9]=[CH:10][C:11]3[CH:16]=[CH:15][CH:14]=[CH:13][CH:12]=3)=[N:8][C:4]=2[CH:3]=1.F[C:21]1[CH:26]=[CH:25][CH:24]=[CH:23][N:22]=1.N1C=CC=CC=1N1C2C=CC=CC=2N=C1/C=C/C1C=CC=CC=1, predict the reaction product. The product is: [CH3:19][C:18]1[C:2]([CH3:1])=[CH:3][C:4]2[N:8]([C:21]3[CH:26]=[CH:25][CH:24]=[CH:23][N:22]=3)[C:7](/[CH:9]=[CH:10]/[C:11]3[CH:12]=[CH:13][CH:14]=[CH:15][CH:16]=3)=[N:6][C:5]=2[CH:17]=1. (2) Given the reactants [CH3:1][O:2][C:3]1[CH:4]=[C:5]([CH:8]=[C:9]([O:11][CH3:12])[CH:10]=1)[CH:6]=O.[CH3:13][N:14]([CH3:24])[C:15]1[CH:20]=[CH:19][CH:18]=[CH:17][C:16]=1[C:21](=[O:23])[CH3:22], predict the reaction product. The product is: [CH3:1][O:2][C:3]1[CH:4]=[C:5]([CH:6]=[CH:22][C:21]([C:16]2[CH:17]=[CH:18][CH:19]=[CH:20][C:15]=2[N:14]([CH3:13])[CH3:24])=[O:23])[CH:8]=[C:9]([O:11][CH3:12])[CH:10]=1.